Predict the product of the given reaction. From a dataset of Forward reaction prediction with 1.9M reactions from USPTO patents (1976-2016). (1) The product is: [N+:8]([C:6]1[CH:5]=[CH:4][C:3]([C:11]2[O:15][CH:14]=[N:13][CH:12]=2)=[C:2]([CH:7]=1)[C:16]#[N:17])([O-:10])=[O:9]. Given the reactants Br[C:2]1[CH:7]=[C:6]([N+:8]([O-:10])=[O:9])[CH:5]=[CH:4][C:3]=1[C:11]1[O:15][CH:14]=[N:13][CH:12]=1.[C-:16]#[N:17].[K+].C([Sn](Cl)(CCCC)CCCC)CCC, predict the reaction product. (2) Given the reactants FC(F)(F)C(O)=O.[Cl:8][C:9]1[C:10]([F:38])=[C:11]([CH:15]2[C:19]([C:22]3[CH:27]=[CH:26][C:25]([Cl:28])=[CH:24][C:23]=3[F:29])([C:20]#[N:21])[CH:18]([CH2:30][C:31]([CH3:34])([CH3:33])[CH3:32])[NH:17][CH:16]2[C:35](O)=[O:36])[CH:12]=[CH:13][CH:14]=1.[NH2:39][C:40]1[C:41]([CH3:46])=[N:42][CH:43]=[CH:44][CH:45]=1.CN(C(ON1N=NC2C=CC=NC1=2)=[N+](C)C)C.F[P-](F)(F)(F)(F)F.CCN(C(C)C)C(C)C, predict the reaction product. The product is: [CH3:46][C:41]1[C:40]([NH:39][C:35]([CH:16]2[CH:15]([C:11]3[CH:12]=[CH:13][CH:14]=[C:9]([Cl:8])[C:10]=3[F:38])[C:19]([C:22]3[CH:27]=[CH:26][C:25]([Cl:28])=[CH:24][C:23]=3[F:29])([C:20]#[N:21])[CH:18]([CH2:30][C:31]([CH3:34])([CH3:33])[CH3:32])[NH:17]2)=[O:36])=[CH:45][CH:44]=[CH:43][N:42]=1. (3) Given the reactants [CH2:1]([C:3]1[S:7][C:6]([CH2:8][N:9]2[C:14]3[CH:15]=[C:16]([C:18]4[CH:23]=[CH:22][CH:21]=[CH:20][CH:19]=4)[S:17][C:13]=3[C:12](=[O:24])[N:11]([CH:25]3[CH2:30][CH2:29][N:28](C(OC(C)(C)C)=O)[CH2:27][CH2:26]3)[C:10]2=[O:38])=[CH:5][CH:4]=1)[CH3:2].[ClH:39], predict the reaction product. The product is: [ClH:39].[CH2:1]([C:3]1[S:7][C:6]([CH2:8][N:9]2[C:14]3[CH:15]=[C:16]([C:18]4[CH:23]=[CH:22][CH:21]=[CH:20][CH:19]=4)[S:17][C:13]=3[C:12](=[O:24])[N:11]([CH:25]3[CH2:26][CH2:27][NH:28][CH2:29][CH2:30]3)[C:10]2=[O:38])=[CH:5][CH:4]=1)[CH3:2]. (4) Given the reactants [Cl:1][C:2]1[C:3]([N:26]2[CH:30]=[C:29]([CH:31]=O)[C:28]([CH3:33])=[N:27]2)=[N:4][C:5]([NH:8][C:9]2[CH:14]=[C:13]([N+:15]([O-])=O)[C:12]([N:18]3[CH2:23][CH2:22][O:21][CH2:20][CH2:19]3)=[CH:11][C:10]=2[O:24][CH3:25])=[N:6][CH:7]=1.Cl.[NH:35]1[CH2:38][CH:37]([OH:39])[CH2:36]1, predict the reaction product. The product is: [Cl:1][C:2]1[C:3]([N:26]2[CH:30]=[C:29]([CH2:31][N:35]3[CH2:38][CH:37]([OH:39])[CH2:36]3)[C:28]([CH3:33])=[N:27]2)=[N:4][C:5]([NH:8][C:9]2[C:10]([O:24][CH3:25])=[CH:11][C:12]([N:18]3[CH2:23][CH2:22][O:21][CH2:20][CH2:19]3)=[C:13]([NH:15][C:10](=[O:24])[CH:9]=[CH2:14])[CH:14]=2)=[N:6][CH:7]=1. (5) Given the reactants [CH3:1][O:2][C:3]1[CH:23]=[CH:22][C:6]([CH2:7][CH:8]2[C:17]3[C:12](=[CH:13][C:14]([O:20][CH3:21])=[C:15]([O:18][CH3:19])[CH:16]=3)[CH2:11][CH2:10][NH:9]2)=[CH:5][CH:4]=1.Br[CH2:25][C:26](Br)=[O:27].[CH2:29]([NH2:36])[C:30]1[CH:35]=[CH:34][CH:33]=[CH:32][CH:31]=1, predict the reaction product. The product is: [CH3:1][O:2][C:3]1[CH:4]=[CH:5][C:6]([CH2:7][CH:8]2[C:17]3[C:12](=[CH:13][C:14]([O:20][CH3:21])=[C:15]([O:18][CH3:19])[CH:16]=3)[CH2:11][CH2:10][N:9]2[CH2:25][C:26]([NH:36][CH2:29][C:30]2[CH:35]=[CH:34][CH:33]=[CH:32][CH:31]=2)=[O:27])=[CH:22][CH:23]=1. (6) The product is: [CH3:32][C:20]1[CH:25]=[C:24]([CH3:26])[CH:23]=[C:22]([CH3:27])[C:21]=1[S:28]([O:8][C:6]1[C:5]([CH2:9][C:10]2[CH:15]=[CH:14][C:13]([CH2:16][C:17]#[N:18])=[CH:12][CH:11]=2)=[C:4]([CH3:19])[N:3]=[C:2]([NH2:1])[N:7]=1)(=[O:29])=[O:30]. Given the reactants [NH2:1][C:2]1[N:7]=[C:6]([OH:8])[C:5]([CH2:9][C:10]2[CH:15]=[CH:14][C:13]([CH2:16][C:17]#[N:18])=[CH:12][CH:11]=2)=[C:4]([CH3:19])[N:3]=1.[C:20]1([CH3:32])[CH:25]=[C:24]([CH3:26])[CH:23]=[C:22]([CH3:27])[C:21]=1[S:28](Cl)(=[O:30])=[O:29], predict the reaction product. (7) The product is: [CH3:46][S:47]([C:67]1[CH:66]=[C:65]([C:71]2[N:7]=[CH:8][N:9]([C:11]3[CH:16]=[C:15]([C:17]([F:20])([F:19])[F:18])[CH:14]=[C:13]([C:21]4[CH:26]=[CH:25][C:24]([C:27]([F:30])([F:29])[F:28])=[CH:23][CH:22]=4)[N:12]=3)[CH:10]=2)[CH:70]=[CH:69][CH:68]=1)(=[O:49])=[O:48]. Given the reactants C([Sn](CCCC)(CCCC)C1[N:7]=[CH:8][N:9]([C:11]2[CH:16]=[C:15]([C:17]([F:20])([F:19])[F:18])[CH:14]=[C:13]([C:21]3[CH:26]=[CH:25][C:24]([C:27]([F:30])([F:29])[F:28])=[CH:23][CH:22]=3)[N:12]=2)[CH:10]=1)CCC.BrC1C=C([CH2:46][S:47](CC2C=CC=C(Br)C=2)(=[O:49])=[O:48])C=CC=1.CCCCCCC.[C:65]1([CH3:71])[CH:70]=[CH:69][CH:68]=[CH:67][CH:66]=1, predict the reaction product. (8) Given the reactants [F:1][CH2:2][CH2:3][OH:4].C(N(CC)C(C)C)(C)C.O(S(C(F)(F)F)(=O)=O)S(C(F)(F)F)(=O)=O.[OH:29][C:30]1[CH:31]=[C:32]([CH:35]=[CH:36][C:37]=1O)[CH:33]=[O:34], predict the reaction product. The product is: [F:1][CH2:2][CH2:3][O:4][C:37]1[CH:36]=[CH:35][C:32]([CH:33]=[O:34])=[CH:31][C:30]=1[OH:29]. (9) Given the reactants [Br:1][C:2]1[CH:7]=[CH:6][C:5](F)=[C:4]([C:9]([F:12])([F:11])[F:10])[CH:3]=1.[CH2:13]([OH:21])[CH2:14][CH2:15][CH2:16][CH2:17][CH2:18][CH2:19][CH3:20], predict the reaction product. The product is: [Br:1][C:2]1[CH:7]=[CH:6][C:5]([O:21][CH2:13][CH2:14][CH2:15][CH2:16][CH2:17][CH2:18][CH2:19][CH3:20])=[C:4]([C:9]([F:12])([F:11])[F:10])[CH:3]=1.